From a dataset of Full USPTO retrosynthesis dataset with 1.9M reactions from patents (1976-2016). Predict the reactants needed to synthesize the given product. (1) Given the product [C:7]([OH:9])(=[O:8])[CH2:6][CH2:10][CH2:11][CH2:12][CH2:13][CH2:14][CH2:15][CH2:16][CH2:17][CH2:18][S:19][S:20][CH2:21][CH2:22][CH2:23][CH2:24][CH2:25][CH2:26][CH2:27][CH2:28][CH2:29][CH2:30][C:31]([OH:33])=[O:32], predict the reactants needed to synthesize it. The reactants are: C1(=O)N([CH:6]([CH2:10][CH2:11][CH2:12][CH2:13][CH2:14][CH2:15][CH2:16][CH2:17][CH2:18][S:19][S:20][CH2:21][CH2:22][CH2:23][CH2:24][CH2:25][CH2:26][CH2:27][CH2:28][CH2:29][CH:30](N2C(=O)CCC2=O)[C:31]([O-:33])=[O:32])[C:7]([O-:9])=[O:8])C(=O)CC1.S([O-])([O-])(=O)=S.[Na+].[Na+].BrCCCCCCCCCCC(O)=O.II.S(S([O-])=O)([O-])(=O)=O.[Na+].[Na+]. (2) Given the product [NH:1]1[C:13]2[C:12]3[C:7](=[C:8]([NH2:14])[CH:9]=[CH:10][CH:11]=3)[N:6]=[CH:5][C:4]=2[N:3]=[CH:2]1.[NH:14]1[C:26]2[C:25]3[C:20](=[C:21]([NH2:1])[CH:22]=[CH:23][N:24]=3)[N:19]=[CH:18][C:17]=2[N:16]=[CH:15]1, predict the reactants needed to synthesize it. The reactants are: [NH:1]1[C:13]2[C:12]3[CH:11]=[CH:10][CH:9]=[CH:8][C:7]=3[N:6]=[CH:5][C:4]=2[N:3]=[CH:2]1.[NH:14]1[C:26]2[C:25]3[N:24]=[CH:23][CH:22]=[CH:21][C:20]=3[N:19]=[CH:18][C:17]=2[N:16]=[CH:15]1. (3) Given the product [CH2:1]([C:3]1[CH:8]=[C:7]([O:9][CH2:10][CH2:11][CH:12]([C:17]2[S:18][C:19]3[CH:26]=[C:25]([C:27]([F:28])([F:30])[F:29])[CH:24]=[CH:23][C:20]=3[C:21]=2[CH3:22])[CH2:13][CH2:14][CH2:15][CH3:16])[CH:6]=[CH:5][C:4]=1[O:31][CH2:32][C:33]([OH:35])=[O:34])[CH3:2], predict the reactants needed to synthesize it. The reactants are: [CH2:1]([C:3]1[CH:8]=[C:7]([O:9][CH2:10][CH2:11][CH:12]([C:17]2[S:18][C:19]3[CH:26]=[C:25]([C:27]([F:30])([F:29])[F:28])[CH:24]=[CH:23][C:20]=3[C:21]=2[CH3:22])[CH2:13][CH2:14][CH2:15][CH3:16])[CH:6]=[CH:5][C:4]=1[O:31][CH2:32][C:33]([O:35]CC)=[O:34])[CH3:2].[OH-].[Na+]. (4) Given the product [CH3:1][O:2][C:3]1[CH:4]=[C:5]([CH:6]=[CH:14][C:15]([OH:17])=[O:16])[CH:8]=[C:9]([O:11][CH3:12])[CH:10]=1, predict the reactants needed to synthesize it. The reactants are: [CH3:1][O:2][C:3]1[CH:4]=[C:5]([CH:8]=[C:9]([O:11][CH3:12])[CH:10]=1)[CH:6]=O.C(O)(=O)[CH2:14][C:15]([OH:17])=[O:16].N1CCCCC1.